The task is: Predict the product of the given reaction.. This data is from Forward reaction prediction with 1.9M reactions from USPTO patents (1976-2016). The product is: [S:5]1(=[O:19])(=[O:18])[C:6]2[CH:12]=[C:11]([C:13](=[NH:17])[NH2:34])[CH:10]=[CH:9][C:7]=2[NH:8][CH:3]=[N:4]1. Given the reactants O[C@H]([C@H]1OCCN(C2C=CC(C)=CC=2)C1=O)[C:3]1[NH:8][C:7]2[CH:9]=[CH:10][C:11]([C:13](=[NH:17])OCC)=[CH:12][C:6]=2[S:5](=[O:19])(=[O:18])[N:4]=1.[NH3:34], predict the reaction product.